This data is from Ames mutagenicity test results for genotoxicity prediction. The task is: Regression/Classification. Given a drug SMILES string, predict its toxicity properties. Task type varies by dataset: regression for continuous values (e.g., LD50, hERG inhibition percentage) or binary classification for toxic/non-toxic outcomes (e.g., AMES mutagenicity, cardiotoxicity, hepatotoxicity). Dataset: ames. (1) The molecule is OCC(Br)=C(Br)CO. The result is 1 (mutagenic). (2) The molecule is CC(=O)Oc1cccc2cccnc12. The result is 0 (non-mutagenic). (3) The compound is COc1cccc(CN(C)N=O)c1. The result is 1 (mutagenic). (4) The drug is CC(=O)O[C@H]1C[C@H](C)O[C@@H](C)O1. The result is 1 (mutagenic). (5) The result is 1 (mutagenic). The drug is c1scc2c1-c1cscc1C1OC21. (6) The molecule is CCC1OC1c1ccccc1. The result is 0 (non-mutagenic). (7) The compound is FC(F)(F)C(F)(F)Cl. The result is 0 (non-mutagenic).